Dataset: Reaction yield outcomes from USPTO patents with 853,638 reactions. Task: Predict the reaction yield, written as a fraction of the theoretical maximum amount of product (1.0 means a 100% yield; for example, 0.34 means a 34% yield). (1) The reactants are C(O[C:4]([C:6]1[CH:7]=[C:8]2[CH:15]=[CH:14][NH:13][C:9]2=[N:10][C:11]=1[NH2:12])=[O:5])C.[OH-].[Na+].C(N(CC)CC)C.F[P-](F)(F)(F)(F)F.N1(O[P+](N(C)C)(N(C)C)N(C)C)C2C=CC=CC=2N=N1.[O:52]([C:59]1[S:63][C:62]([CH2:64][NH2:65])=[CH:61][CH:60]=1)[C:53]1[CH:58]=[CH:57][CH:56]=[CH:55][CH:54]=1. The catalyst is C(O)C.[Cl-].[Na+].O. The product is [O:52]([C:59]1[S:63][C:62]([CH2:64][NH:65][C:4]([C:6]2[CH:7]=[C:8]3[CH:15]=[CH:14][NH:13][C:9]3=[N:10][C:11]=2[NH2:12])=[O:5])=[CH:61][CH:60]=1)[C:53]1[CH:54]=[CH:55][CH:56]=[CH:57][CH:58]=1. The yield is 0.185. (2) The reactants are [S:1]1[C:5]2[CH:6]=[CH:7][CH:8]=[CH:9][C:4]=2[CH:3]=[C:2]1[C:10]([OH:12])=O.C(Cl)(=O)C([Cl:16])=O.CN(C=O)C. The catalyst is ClCCl. The product is [S:1]1[C:5]2[CH:6]=[CH:7][CH:8]=[CH:9][C:4]=2[CH:3]=[C:2]1[C:10]([Cl:16])=[O:12]. The yield is 0.230. (3) The reactants are [Cl:1][C:2]1[CH:17]=[CH:16][C:5]([C:6]([NH:8][C:9]2[CH:14]=[CH:13][NH:12][C:11](=[O:15])[CH:10]=2)=[O:7])=[C:4](F)[CH:3]=1.[F:19][C:20]1[CH:25]=[CH:24][C:23]([OH:26])=[C:22]([CH3:27])[CH:21]=1.C([O-])([O-])=O.[Cs+].[Cs+].O. The catalyst is CN1C(=O)CCC1. The product is [Cl:1][C:2]1[CH:17]=[CH:16][C:5]([C:6]([NH:8][C:9]2[CH:14]=[CH:13][NH:12][C:11](=[O:15])[CH:10]=2)=[O:7])=[C:4]([O:26][C:23]2[CH:24]=[CH:25][C:20]([F:19])=[CH:21][C:22]=2[CH3:27])[CH:3]=1. The yield is 0.430. (4) The reactants are [NH2:1][C:2]1[CH:3]=[C:4]([C:8]2[CH2:9][CH2:10][N:11]([C:14]([O:16][C:17]([CH3:20])([CH3:19])[CH3:18])=[O:15])[CH2:12][CH:13]=2)[CH:5]=[CH:6][CH:7]=1. The catalyst is C(O)C.[Pd]. The product is [NH2:1][C:2]1[CH:3]=[C:4]([CH:8]2[CH2:9][CH2:10][N:11]([C:14]([O:16][C:17]([CH3:20])([CH3:19])[CH3:18])=[O:15])[CH2:12][CH2:13]2)[CH:5]=[CH:6][CH:7]=1. The yield is 0.840. (5) The reactants are [Cl:1][C:2]1[C:11]2[C:6](=[CH:7][CH:8]=[C:9]([OH:12])[CH:10]=2)[N:5]=[C:4]([C:13]2[CH:20]=[CH:19][C:16]([C:17]#[N:18])=[CH:15][CH:14]=2)[CH:3]=1.[Si]([N:25]=[N+:26]=[N-:27])(C)(C)C. The catalyst is C1(C)C=CC=CC=1. The product is [N:18]1[NH:25][N:26]=[N:27][C:17]=1[C:16]1[CH:19]=[CH:20][C:13]([C:4]2[CH:3]=[C:2]([Cl:1])[C:11]3[C:6](=[CH:7][CH:8]=[C:9]([OH:12])[CH:10]=3)[N:5]=2)=[CH:14][CH:15]=1. The yield is 0.135. (6) The product is [ClH:1].[ClH:1].[CH3:2][O:3][C:4](=[O:22])[C@@H:5]([NH2:14])[CH2:6][CH2:7][N:8]1[CH2:13][CH2:12][CH2:11][CH2:10][CH2:9]1. The reactants are [ClH:1].[CH3:2][O:3][C:4](=[O:22])[C@@H:5]([NH:14]C(OC(C)(C)C)=O)[CH2:6][CH2:7][N:8]1[CH2:13][CH2:12][CH2:11][CH2:10][CH2:9]1. The yield is 0.460. No catalyst specified. (7) The reactants are [CH2:1]([C:4]1[CH:15]=[CH:14][C:7]([O:8][CH2:9]C(OC)=O)=[C:6]([O:16][CH2:17][C:18]([O:20]CC)=O)[CH:5]=1)[CH:2]=[CH2:3].[H-].[Na+].Cl. The catalyst is O1CCCC1. The product is [CH2:1]([C:4]1[CH:15]=[CH:14][C:7]2[O:8][CH2:9][C:18](=[O:20])[CH2:17][O:16][C:6]=2[CH:5]=1)[CH:2]=[CH2:3]. The yield is 0.420.